From a dataset of Full USPTO retrosynthesis dataset with 1.9M reactions from patents (1976-2016). Predict the reactants needed to synthesize the given product. (1) Given the product [CH3:18][C:19]1[N:23]([CH2:24][CH2:25][CH2:26][N:27]2[C:13](=[O:15])[C:5]3[C:6]4[CH2:12][CH2:11][CH2:10][CH2:9][C:7]=4[S:8][C:4]=3[NH:1][C:2]2=[S:3])[CH:22]=[N:21][CH:20]=1, predict the reactants needed to synthesize it. The reactants are: [N:1]([C:4]1[S:8][C:7]2[CH2:9][CH2:10][CH2:11][CH2:12][C:6]=2[C:5]=1[C:13]([O:15]CC)=O)=[C:2]=[S:3].[CH3:18][C:19]1[N:23]([CH2:24][CH2:25][CH2:26][NH2:27])[CH:22]=[N:21][CH:20]=1. (2) The reactants are: [CH:1]1([CH2:4][N:5]2[C:9]3[CH:10]=[CH:11][C:12]([S:14]([C:17]([CH3:21])([CH3:20])[CH2:18][NH2:19])(=[O:16])=[O:15])=[CH:13][C:8]=3[N:7]=[C:6]2[CH2:22][C:23]([CH3:26])([CH3:25])[CH3:24])[CH2:3][CH2:2]1.C(N(CC)CC)C.[C:34](Cl)(=[O:36])[CH3:35]. Given the product [CH:1]1([CH2:4][N:5]2[C:9]3[CH:10]=[CH:11][C:12]([S:14]([C:17]([CH3:20])([CH3:21])[CH2:18][NH:19][C:34](=[O:36])[CH3:35])(=[O:16])=[O:15])=[CH:13][C:8]=3[N:7]=[C:6]2[CH2:22][C:23]([CH3:26])([CH3:25])[CH3:24])[CH2:2][CH2:3]1, predict the reactants needed to synthesize it.